This data is from Catalyst prediction with 721,799 reactions and 888 catalyst types from USPTO. The task is: Predict which catalyst facilitates the given reaction. Reactant: C[O:2][C:3](=O)[CH2:4][C:5](=O)[CH3:6].[F:9][C:10]1[CH:15]=[CH:14][C:13]([NH:16][NH2:17])=[CH:12][CH:11]=1. Product: [F:9][C:10]1[CH:15]=[CH:14][C:13]([N:16]2[C:3](=[O:2])[CH2:4][C:5]([CH3:6])=[N:17]2)=[CH:12][CH:11]=1. The catalyst class is: 15.